From a dataset of Full USPTO retrosynthesis dataset with 1.9M reactions from patents (1976-2016). Predict the reactants needed to synthesize the given product. (1) Given the product [Cl:17][C:18]1[CH:23]=[C:22]([F:24])[CH:21]=[CH:20][C:19]=1/[CH:25]=[CH:26]/[C:27]([NH:16][C:14]1[CH:13]=[N:12][N:11]([CH2:10][CH2:9][CH2:8][CH2:7][C:2](=[O:6])[CH3:1])[CH:15]=1)=[O:28], predict the reactants needed to synthesize it. The reactants are: [CH3:1][C:2]1([CH2:7][CH2:8][CH2:9][CH2:10][N:11]2[CH:15]=[C:14]([NH2:16])[CH:13]=[N:12]2)[O:6]CCO1.[Cl:17][C:18]1[CH:23]=[C:22]([F:24])[CH:21]=[CH:20][C:19]=1/[CH:25]=[CH:26]/[C:27](O)=[O:28]. (2) Given the product [F:1][C:2]1[CH:3]=[C:4]([NH:35][C:36]([C:38]2[C:39](=[O:51])[N:40]([C:44]3[CH:45]=[CH:46][C:47]([F:50])=[CH:48][CH:49]=3)[N:41]=[CH:42][CH:43]=2)=[O:37])[CH:5]=[CH:6][C:7]=1[O:8][C:9]1[CH:14]=[CH:13][N:12]=[C:11]2[NH:15][N:16]=[C:17]([O:18][C@H:19]3[CH2:24][CH2:23][CH2:22][N:21]([CH3:25])[CH2:20]3)[C:10]=12, predict the reactants needed to synthesize it. The reactants are: [F:1][C:2]1[CH:3]=[C:4]([NH:35][C:36]([C:38]2[C:39](=[O:51])[N:40]([C:44]3[CH:49]=[CH:48][C:47]([F:50])=[CH:46][CH:45]=3)[N:41]=[CH:42][CH:43]=2)=[O:37])[CH:5]=[CH:6][C:7]=1[O:8][C:9]1[CH:14]=[CH:13][N:12]=[C:11]2[N:15](CC3C=CC(OC)=CC=3)[N:16]=[C:17]([O:18][C@H:19]3[CH2:24][CH2:23][CH2:22][N:21]([CH3:25])[CH2:20]3)[C:10]=12.C(O)(C(F)(F)F)=O. (3) Given the product [N:1]([C:4]1[CH:9]=[CH:8][C:7]([CH2:10][Cl:24])=[CH:6][C:5]=1[I:12])=[N+:2]=[N-:3], predict the reactants needed to synthesize it. The reactants are: [N:1]([C:4]1[CH:9]=[CH:8][C:7]([CH2:10]O)=[CH:6][C:5]=1[I:12])=[N+:2]=[N-:3].C(N(CC)CC)C.CS([Cl:24])(=O)=O. (4) Given the product [F:1][C:2]1[C:3]([C:17]2[N:21]([CH:22]([CH3:23])[CH3:24])[C:20]([CH3:25])=[N:19][CH:18]=2)=[N:4][C:5]([NH:8][C:9]2[CH:10]=[CH:11][C:12]([C:15]([NH2:16])=[O:26])=[N:13][CH:14]=2)=[N:6][CH:7]=1, predict the reactants needed to synthesize it. The reactants are: [F:1][C:2]1[C:3]([C:17]2[N:21]([CH:22]([CH3:24])[CH3:23])[C:20]([CH3:25])=[N:19][CH:18]=2)=[N:4][C:5]([NH:8][C:9]2[CH:10]=[CH:11][C:12]([C:15]#[N:16])=[N:13][CH:14]=2)=[N:6][CH:7]=1.[OH-:26].[Na+]. (5) Given the product [CH3:9][O:10][C:11](=[O:31])[CH2:12][CH2:13][C:14]1[CH:19]=[CH:18][C:17]([O:20][CH2:21][CH2:22][C@H:23]([O:25][C:17]2[CH:18]=[CH:19][C:14]([CH2:13][CH3:12])=[CH:15][C:16]=2[C:7]([C:2]2[CH:3]=[CH:4][CH:5]=[CH:6][N:1]=2)=[O:8])[CH3:24])=[CH:16][C:15]=1[CH3:30], predict the reactants needed to synthesize it. The reactants are: [N:1]1[CH:6]=[CH:5][CH:4]=[CH:3][C:2]=1[CH:7]=[O:8].[CH3:9][O:10][C:11](=[O:31])[CH2:12][CH2:13][C:14]1[CH:19]=[CH:18][C:17]([O:20][CH2:21][CH2:22][C@@H:23]([O:25]S(C)(=O)=O)[CH3:24])=[CH:16][C:15]=1[CH3:30].C([O-])([O-])=O.[Cs+].[Cs+].Cl. (6) Given the product [Cl:18][C:15]1[CH:16]=[CH:17][C:12]([C:4]2[CH:5]=[C:6]([C:8]([F:11])([F:10])[F:9])[CH:7]=[C:2]([N:23]3[CH:24]=[C:20]([I:19])[N:21]=[CH:22]3)[N:3]=2)=[CH:13][CH:14]=1, predict the reactants needed to synthesize it. The reactants are: Cl[C:2]1[CH:7]=[C:6]([C:8]([F:11])([F:10])[F:9])[CH:5]=[C:4]([C:12]2[CH:17]=[CH:16][C:15]([Cl:18])=[CH:14][CH:13]=2)[N:3]=1.[I:19][C:20]1[N:21]=[CH:22][NH:23][CH:24]=1.